From a dataset of Catalyst prediction with 721,799 reactions and 888 catalyst types from USPTO. Predict which catalyst facilitates the given reaction. (1) Reactant: [N+:1]([C:4]1[CH:17]=[CH:16][CH:15]=[CH:14][C:5]=1[C:6]([C:8]1[CH:13]=[CH:12][N:11]=[CH:10][CH:9]=1)=[O:7])([O-])=O.Cl.[OH-].[Na+]. Product: [NH2:1][C:4]1[CH:17]=[CH:16][CH:15]=[CH:14][C:5]=1[C:6]([C:8]1[CH:13]=[CH:12][N:11]=[CH:10][CH:9]=1)=[O:7]. The catalyst class is: 6. (2) Reactant: [Cl:1][C:2]1[CH:26]=[CH:25][C:5]([C:6]([N:8]2[C:16]3[C:11](=[CH:12][C:13]([O:17][CH3:18])=[CH:14][CH:15]=3)[C:10]([CH3:19])=[C:9]2[CH2:20][CH2:21][C:22](O)=[O:23])=[O:7])=[CH:4][CH:3]=1.[CH3:27][S:28]([NH2:31])(=[O:30])=[O:29].[N+](=C1CCCCC2C1CCCC=2)=[N-].CC(O)=O. Product: [Cl:1][C:2]1[CH:26]=[CH:25][C:5]([C:6]([N:8]2[C:16]3[C:11](=[CH:12][C:13]([O:17][CH3:18])=[CH:14][CH:15]=3)[C:10]([CH3:19])=[C:9]2[CH2:20][CH2:21][C:22]([NH:31][S:28]([CH3:27])(=[O:30])=[O:29])=[O:23])=[O:7])=[CH:4][CH:3]=1. The catalyst class is: 2. (3) Reactant: [CH3:1][O:2][C:3]1[CH:8]=[CH:7][C:6]([C:9]2([C:12]([OH:14])=O)[CH2:11][CH2:10]2)=[CH:5][CH:4]=1.S(Cl)([Cl:17])=O. Product: [CH3:1][O:2][C:3]1[CH:8]=[CH:7][C:6]([C:9]2([C:12]([Cl:17])=[O:14])[CH2:11][CH2:10]2)=[CH:5][CH:4]=1. The catalyst class is: 3. (4) Reactant: [C:1]([C:3]1[CH:4]=[C:5]([CH:9]=[C:10]([I:14])[C:11]=1[O:12][CH3:13])[C:6](O)=[O:7])#[N:2].C1(C)C=CC=CC=1.S(Cl)([Cl:24])=O. Product: [C:1]([C:3]1[CH:4]=[C:5]([CH:9]=[C:10]([I:14])[C:11]=1[O:12][CH3:13])[C:6]([Cl:24])=[O:7])#[N:2]. The catalyst class is: 9. (5) Reactant: [CH:1]1[CH:2]=[CH:3][C:4]([NH:11][C:12]2[C:13]([Cl:19])=[CH:14][CH:15]=[CH:16][C:17]=2[Cl:18])=[C:5]([CH2:7][C:8]([OH:10])=[O:9])[CH:6]=1.O[C:21]1[C:29]2N=N[NH:26][C:25]=2[CH:24]=[CH:23][CH:22]=1.C1CCC(N=C=NC2CCCCC2)CC1.OC1C=CC(C2S[S:55][C:54](=S)C=2)=CC=1. Product: [Cl:19][C:13]1[CH:14]=[CH:15][CH:16]=[C:17]([Cl:18])[C:12]=1[NH:11][C:4]1[CH:3]=[CH:2][CH:1]=[CH:6][C:5]=1[CH2:7][C:8]([O:10][C:22]1[CH:23]=[CH:24][C:25]([N:26]=[C:54]=[S:55])=[CH:29][CH:21]=1)=[O:9]. The catalyst class is: 42. (6) Reactant: [C:1]1([N:7]2[C:15]([NH2:16])=[C:14]3[C:9]([CH:10]=[CH:11][CH:12]=[CH:13]3)=[N:8]2)[CH:6]=[CH:5][CH:4]=[CH:3][CH:2]=1.[CH:17](=O)[C:18]1[CH:23]=[CH:22][CH:21]=[CH:20][CH:19]=1.C(O)(=O)C.C(O[BH-](OC(=O)C)OC(=O)C)(=O)C.[Na+]. Product: [C:1]1([N:7]2[C:15]([N:16]=[CH:17][C:18]3[CH:23]=[CH:22][CH:21]=[CH:20][CH:19]=3)=[C:14]3[C:9]([CH:10]=[CH:11][CH:12]=[CH:13]3)=[N:8]2)[CH:2]=[CH:3][CH:4]=[CH:5][CH:6]=1. The catalyst class is: 2. (7) Reactant: [CH3:1][O:2][C:3]([C:5]1[CH:14]=[C:13]([F:15])[C:12]2[C:7](=[CH:8][CH:9]=[CH:10][CH:11]=2)[C:6]=1[O:16]COC)=[O:4].O.[O-2].[O-2].[O-2].O=[Si]=O.O=[Si]=O.O=[Si]=O.O=[Si]=O.[Al+3].[Al+3]. Product: [F:15][C:13]1[C:12]2[C:7](=[CH:8][CH:9]=[CH:10][CH:11]=2)[C:6]([OH:16])=[C:5]([C:3]([O:2][CH3:1])=[O:4])[CH:14]=1. The catalyst class is: 4. (8) Reactant: [Br:1][C:2]1[C:3](=[O:19])[NH:4][C:5]([CH3:18])=[CH:6][C:7]=1[O:8][CH2:9][C:10]1[CH:15]=[CH:14][C:13]([F:16])=[CH:12][C:11]=1[F:17].Cl[C:21]1[CH:26]=[N:25][CH:24]=[CH:23][N:22]=1.[H-].[Na+].[C:29](O)(=O)C. Product: [Br:1][C:2]1[C:3](=[O:19])[N:4]([CH2:29][C:21]2[CH:26]=[N:25][CH:24]=[CH:23][N:22]=2)[C:5]([CH3:18])=[CH:6][C:7]=1[O:8][CH2:9][C:10]1[CH:15]=[CH:14][C:13]([F:16])=[CH:12][C:11]=1[F:17]. The catalyst class is: 1. (9) Reactant: [CH:1]1([C:6]2[CH:11]=[C:10]([C:12]3[O:16][N:15]=[C:14]([C:17]4[CH:22]=[C:21]([CH3:23])[C:20]([O:24][CH2:25][C@@H:26]5[CH2:28][O:27]5)=[C:19]([CH2:29][CH3:30])[CH:18]=4)[N:13]=3)[CH:9]=[C:8]([O:31][CH3:32])[N:7]=2)[CH2:5][CH2:4][CH2:3][CH2:2]1.Cl.[CH2:34]([O:36][C:37](=[O:40])[CH2:38][NH2:39])[CH3:35].Cl.C(=O)([O-])[O-].CCN(C(C)C)C(C)C. Product: [CH2:34]([O:36][C:37](=[O:40])[CH2:38][NH:39][CH2:28][C@H:26]([OH:27])[CH2:25][O:24][C:20]1[C:21]([CH3:23])=[CH:22][C:17]([C:14]2[N:13]=[C:12]([C:10]3[CH:9]=[C:8]([O:31][CH3:32])[N:7]=[C:6]([CH:1]4[CH2:2][CH2:3][CH2:4][CH2:5]4)[CH:11]=3)[O:16][N:15]=2)=[CH:18][C:19]=1[CH2:29][CH3:30])[CH3:35]. The catalyst class is: 100.